Dataset: Forward reaction prediction with 1.9M reactions from USPTO patents (1976-2016). Task: Predict the product of the given reaction. (1) Given the reactants [C:1]([CH2:3][C:4]1[CH:5]=[C:6]([NH:10][C:11]([C:13]2[CH:18]=[CH:17][CH:16]=[C:15](Br)[N:14]=2)=[O:12])[CH:7]=[CH:8][CH:9]=1)#[N:2].[Cl:20][C:21]1[CH:26]=[CH:25][C:24](B(O)O)=[CH:23][CH:22]=1, predict the reaction product. The product is: [C:1]([CH2:3][C:4]1[CH:5]=[C:6]([NH:10][C:11]([C:13]2[CH:18]=[CH:17][CH:16]=[C:15]([C:24]3[CH:25]=[CH:26][C:21]([Cl:20])=[CH:22][CH:23]=3)[N:14]=2)=[O:12])[CH:7]=[CH:8][CH:9]=1)#[N:2]. (2) Given the reactants [O:1]=[C:2]1[C:10]2[C:5](=[CH:6][CH:7]=[CH:8][CH:9]=2)[C:4](=[O:11])[N:3]1[C:12]1[CH:19]=[CH:18][C:15]([C:16]#[N:17])=[C:14]([S:20]([F:25])([F:24])([F:23])([F:22])[F:21])[CH:13]=1.[OH2:26].NN, predict the reaction product. The product is: [NH2:3][C:12]1[CH:19]=[CH:18][C:15]([C:16]#[N:17])=[C:14]([S:20]([F:25])([F:21])([F:22])([F:23])[F:24])[CH:13]=1.[C:16]([C:15]1[CH:18]=[CH:19][C:12]([NH:3][C:2](=[O:1])[C:10]2[C:5](=[CH:6][CH:7]=[CH:8][CH:9]=2)[C:4]([O-:26])=[O:11])=[CH:13][C:14]=1[S:20]([F:21])([F:22])([F:25])([F:23])[F:24])#[N:17]. (3) Given the reactants [Cl:1][C:2]1[CH:3]=[C:4]2[C:8](=[CH:9][CH:10]=1)[N:7]([CH2:11][C:12]1[CH:13]=C([CH:17]=[CH:18][CH:19]=1)C#N)[C:6]([C:20]1[CH:21]=[N:22][CH:23]=[CH:24][CH:25]=1)=[C:5]2[CH3:26].Cl.[C:28]([OH:31])(=[O:30])[CH3:29], predict the reaction product. The product is: [NH4+:7].[OH-:30].[Cl:1][C:2]1[CH:3]=[C:4]2[C:8](=[CH:9][CH:10]=1)[N:7]([CH2:11][C:12]1[CH:13]=[C:29]([CH:17]=[CH:18][CH:19]=1)[C:28]([OH:31])=[O:30])[C:6]([C:20]1[CH:21]=[N:22][CH:23]=[CH:24][CH:25]=1)=[C:5]2[CH3:26]. (4) Given the reactants C(OC([N:8]1[CH2:13][CH2:12][CH2:11][CH:10]([C:14](=[O:37])[NH:15][C:16]2[N:17]=[N:18][C:19]([N:22]3[C:26]([C:27]([F:30])([F:29])[F:28])=[CH:25][C:24]([C:31]4[CH:32]=[N:33][CH:34]=[CH:35][CH:36]=4)=[N:23]3)=[CH:20][CH:21]=2)[CH2:9]1)=O)(C)(C)C.FC(F)(F)S(O)(=O)=O, predict the reaction product. The product is: [N:33]1[CH:34]=[CH:35][CH:36]=[C:31]([C:24]2[CH:25]=[C:26]([C:27]([F:30])([F:29])[F:28])[N:22]([C:19]3[N:18]=[N:17][C:16]([NH:15][C:14]([CH:10]4[CH2:11][CH2:12][CH2:13][NH:8][CH2:9]4)=[O:37])=[CH:21][CH:20]=3)[N:23]=2)[CH:32]=1. (5) Given the reactants [C:1]([N:8]1[CH2:11][C:10](=[O:12])[CH2:9]1)([O:3][C:4]([CH3:7])([CH3:6])[CH3:5])=[O:2].[Cl-].[C:14]([O:18][C:19](=[O:22])[CH2:20][Zn+])([CH3:17])([CH3:16])[CH3:15].CCOCC, predict the reaction product. The product is: [C:14]([O:18][C:19](=[O:22])[CH2:20][C:10]1([OH:12])[CH2:11][N:8]([C:1]([O:3][C:4]([CH3:7])([CH3:6])[CH3:5])=[O:2])[CH2:9]1)([CH3:17])([CH3:16])[CH3:15]. (6) Given the reactants [O:1]1[C:6]2[CH:7]=[CH:8][CH:9]=[CH:10][C:5]=2[O:4][CH2:3][CH:2]1[CH2:11][N:12]1[CH2:21][CH2:20][C:19]2[CH2:18][CH2:17][CH2:16][CH2:15][C:14]=2[CH2:13]1, predict the reaction product. The product is: [O:1]1[C:6]2[CH:7]=[CH:8][CH:9]=[CH:10][C:5]=2[O:4][CH2:3][CH:2]1[CH2:11][N:12]1[CH2:21][CH2:20][CH:19]2[CH:14]([CH2:15][CH2:16][CH2:17][CH2:18]2)[CH2:13]1. (7) Given the reactants [Cl:1][C:2]1[CH:3]=[CH:4][C:5]2[NH:6][C:7]3[C:12]([C:13]=2[C:14]=1[O:15][CH2:16][C@@H:17]1[CH2:19][O:18]1)=[CH:11][CH:10]=[CH:9][CH:8]=3.[NH2:20][CH2:21][CH:22]1[CH2:27][CH2:26][N:25]([CH2:28][CH2:29][C:30]([F:33])([F:32])[F:31])[CH2:24][CH2:23]1, predict the reaction product. The product is: [Cl:1][C:2]1[CH:3]=[CH:4][C:5]2[NH:6][C:7]3[C:12]([C:13]=2[C:14]=1[O:15][CH2:16][C@@H:17]([OH:18])[CH2:19][NH:20][CH2:21][CH:22]1[CH2:27][CH2:26][N:25]([CH2:28][CH2:29][C:30]([F:33])([F:31])[F:32])[CH2:24][CH2:23]1)=[CH:11][CH:10]=[CH:9][CH:8]=3. (8) Given the reactants [Cl:1][C:2]1[C:3]([C:22]2[C:27]([CH3:28])=[CH:26][C:25]([CH3:29])=[CH:24][N:23]=2)=[CH:4][C:5]([CH:8]2[NH:17][CH2:16][C:15]3[C:10](=[N:11][CH2:12][N:13](S(C)=O)[CH:14]=3)[C:9]2=[O:21])=[N:6][CH:7]=1.[NH:30]1[CH2:35][CH2:34][CH:33]([OH:36])[CH2:32][CH2:31]1, predict the reaction product. The product is: [Cl:1][C:2]1[C:3]([C:22]2[C:27]([CH3:28])=[CH:26][C:25]([CH3:29])=[CH:24][N:23]=2)=[CH:4][C:5]([CH:8]2[NH:17][CH2:16][C:15]3[C:10](=[N:11][CH2:12][N:13]([N:30]4[CH2:35][CH2:34][CH:33]([OH:36])[CH2:32][CH2:31]4)[CH:14]=3)[C:9]2=[O:21])=[N:6][CH:7]=1. (9) The product is: [CH2:23]([O:22][C@H:16]([CH2:15][C:12]1[CH:11]=[CH:10][C:9]([OH:8])=[CH:14][CH:13]=1)[C:17]([O:19][CH2:20][CH3:21])=[O:18])[CH3:24]. Given the reactants C([O:8][C:9]1[CH:14]=[CH:13][C:12]([CH2:15][C@@H:16]([O:22][CH2:23][CH3:24])[C:17]([O:19][CH2:20][CH3:21])=[O:18])=[CH:11][CH:10]=1)C1C=CC=CC=1, predict the reaction product. (10) Given the reactants [NH:1]1[CH2:5][CH2:4][CH:3]([C:6]2[NH:10][C:9]3[CH:11]=[CH:12][C:13]([C:15]#[N:16])=[CH:14][C:8]=3[N:7]=2)[CH2:2]1.[Cl:17][C:18]1[C:23](Cl)=[N:22][CH:21]=[CH:20][N:19]=1.C([O-])([O-])=O.[K+].[K+], predict the reaction product. The product is: [Cl:17][C:18]1[C:23]([N:1]2[CH2:5][CH2:4][CH:3]([C:6]3[NH:10][C:9]4[CH:11]=[CH:12][C:13]([C:15]#[N:16])=[CH:14][C:8]=4[N:7]=3)[CH2:2]2)=[N:22][CH:21]=[CH:20][N:19]=1.